The task is: Predict the reactants needed to synthesize the given product.. This data is from Full USPTO retrosynthesis dataset with 1.9M reactions from patents (1976-2016). (1) Given the product [CH2:1]([C@:8]12[CH2:18][C@H:91]([OH:86])[C@@:90]([OH:89])([C:38]3[CH:43]=[CH:42][CH:41]=[CH:40][CH:39]=3)[CH2:15][C@H:14]1[CH2:13][CH2:12][CH2:11][C:10]1[CH:25]=[C:26]([O:29][S:30]([C:33]([F:36])([F:34])[F:35])(=[O:31])=[O:32])[CH:27]=[CH:28][C:9]2=1)[C:2]1[CH:7]=[CH:6][CH:5]=[CH:4][CH:3]=1.[CH2:37]([C@@:44]12[CH2:54][C@@H:91]([OH:86])[C@:90]([OH:89])([C:2]3[CH:7]=[CH:6][CH:5]=[CH:4][CH:3]=3)[CH2:51][C@@H:50]1[CH2:49][CH2:48][CH2:47][C:46]1[CH:61]=[C:62]([O:65][S:66]([C:69]([F:72])([F:70])[F:71])(=[O:67])=[O:68])[CH:63]=[CH:64][C:45]2=1)[C:38]1[CH:43]=[CH:42][CH:41]=[CH:40][CH:39]=1, predict the reactants needed to synthesize it. The reactants are: [CH2:1]([C@:8]12[CH2:18]C=C(C3C=CC=CC=3)[CH2:15][C@H:14]1[CH2:13][CH2:12][CH2:11][C:10]1[CH:25]=[C:26]([O:29][S:30]([C:33]([F:36])([F:35])[F:34])(=[O:32])=[O:31])[CH:27]=[CH:28][C:9]2=1)[C:2]1[CH:7]=[CH:6][CH:5]=[CH:4][CH:3]=1.[CH2:37]([C@@:44]12[CH2:54]C=C(C3C=CC=CC=3)[CH2:51][C@@H:50]1[CH2:49][CH2:48][CH2:47][C:46]1[CH:61]=[C:62]([O:65][S:66]([C:69]([F:72])([F:71])[F:70])(=[O:68])=[O:67])[CH:63]=[CH:64][C:45]2=1)[C:38]1[CH:43]=[CH:42][CH:41]=[CH:40][CH:39]=1.C(O)(C)(C)C.C[N+]1([O-])CCOCC1.[O:86]1[CH2:91][CH2:90][O:89]CC1. (2) Given the product [F:32][C:28]1[CH:27]=[C:26]([S:23]([NH:22][C:18]2[CH:17]=[C:16]([C:9]3[N:10]=[C:11]([CH:13]([CH3:15])[CH3:14])[S:12][C:8]=3[C:6]3[CH:5]=[CH:4][N:3]=[C:2]([NH:33][CH2:34][C:35]([OH:37])=[O:36])[N:7]=3)[CH:21]=[CH:20][CH:19]=2)(=[O:25])=[O:24])[CH:31]=[CH:30][CH:29]=1, predict the reactants needed to synthesize it. The reactants are: Cl[C:2]1[N:7]=[C:6]([C:8]2[S:12][C:11]([CH:13]([CH3:15])[CH3:14])=[N:10][C:9]=2[C:16]2[CH:17]=[C:18]([NH:22][S:23]([C:26]3[CH:31]=[CH:30][CH:29]=[C:28]([F:32])[CH:27]=3)(=[O:25])=[O:24])[CH:19]=[CH:20][CH:21]=2)[CH:5]=[CH:4][N:3]=1.[NH2:33][CH2:34][C:35]([OH:37])=[O:36].C([O-])([O-])=O.[K+].[K+]. (3) The reactants are: [C:1]([O:5][C:6](=[O:17])[C@H:7]([CH2:9][C:10]1[CH:15]=[CH:14][C:13]([OH:16])=[CH:12][CH:11]=1)[NH2:8])([CH3:4])([CH3:3])[CH3:2].[H][H]. Given the product [NH2:8][C@@H:7]([CH2:9][CH:10]1[CH2:15][CH2:14][CH:13]([OH:16])[CH2:12][CH2:11]1)[C:6]([O:5][C:1]([CH3:3])([CH3:2])[CH3:4])=[O:17], predict the reactants needed to synthesize it. (4) Given the product [CH2:19]([N+:26]([CH3:29])([CH3:28])[CH3:27])[C:20]1[CH:25]=[CH:24][CH:23]=[CH:22][CH:21]=1.[F:17][C:2]([F:1])([S:13]([O-:16])(=[O:15])=[O:14])[C:3]([F:11])([F:12])[C:4]([F:10])([F:9])[C:5]([F:8])([F:7])[F:6], predict the reactants needed to synthesize it. The reactants are: [F:1][C:2]([F:17])([S:13]([OH:16])(=[O:15])=[O:14])[C:3]([F:12])([F:11])[C:4]([F:10])([F:9])[C:5]([F:8])([F:7])[F:6].[OH-].[CH2:19]([N+:26]([CH3:29])([CH3:28])[CH3:27])[C:20]1[CH:25]=[CH:24][CH:23]=[CH:22][CH:21]=1. (5) Given the product [CH2:35]([O:42][C:43]([N:16]([CH3:14])[CH2:32][CH2:31][CH2:30][N:33]([CH3:34])[C:11]([C:8]1[N:9]=[CH:10][C:5]([C:3]([O:2][CH3:1])=[O:4])=[CH:6][CH:7]=1)=[O:13])=[O:44])[C:36]1[CH:41]=[CH:40][CH:39]=[CH:38][CH:37]=1, predict the reactants needed to synthesize it. The reactants are: [CH3:1][O:2][C:3]([C:5]1[CH:6]=[CH:7][C:8]([C:11]([OH:13])=O)=[N:9][CH:10]=1)=[O:4].[CH2:14]([N:16](CC)CC)C.C(Cl)(=O)C(C)(C)C.CN[CH:30]([NH:33][CH3:34])[CH2:31][CH3:32].[CH2:35]([O:42][C:43](Cl)=[O:44])[C:36]1[CH:41]=[CH:40][CH:39]=[CH:38][CH:37]=1. (6) Given the product [Cl:1][C:2]1[N:7]=[C:6]([C:8]#[C:9][CH3:10])[C:5]([NH2:11])=[C:4]([NH2:14])[CH:3]=1, predict the reactants needed to synthesize it. The reactants are: [Cl:1][C:2]1[N:7]=[C:6]([C:8]#[C:9][CH3:10])[C:5]([N+:11]([O-])=O)=[C:4]([NH2:14])[CH:3]=1.O.O.[Sn](Cl)Cl.C(OCC)(=O)C.[OH-].[Na+].